This data is from Catalyst prediction with 721,799 reactions and 888 catalyst types from USPTO. The task is: Predict which catalyst facilitates the given reaction. (1) Reactant: Br[CH2:2][C:3]1[C:8]([CH3:9])=[CH:7][N:6]=[CH:5][C:4]=1[CH3:10].[CH3:11][C:12]1[N:17]=[C:16]([SH:18])[N:15]=[C:14]([OH:19])[CH:13]=1.C(N(CC)CC)C. Product: [CH3:10][C:4]1[CH:5]=[N:6][CH:7]=[C:8]([CH3:9])[C:3]=1[CH2:2][S:18][C:16]1[N:15]=[C:14]([OH:19])[CH:13]=[C:12]([CH3:11])[N:17]=1. The catalyst class is: 8. (2) Reactant: [Cl:1][C:2]1[CH:7]=[CH:6][C:5]([S:8]([N:11]2[CH:16]3[CH2:17][C:18](=[O:20])[CH2:19][CH:12]2[CH2:13]OC3)(=[O:10])=[O:9])=[CH:4][CH:3]=1.[CH:21](OCC)=[O:22].[O-][CH2:27][CH3:28].[Na+]. Product: [Cl:1][C:2]1[CH:7]=[CH:6][C:5]([S:8]([N:11]2[CH:16]3[CH2:27][CH2:28][CH2:13][CH:12]2[C:19](=[CH:21][OH:22])[C:18](=[O:20])[CH2:17]3)(=[O:10])=[O:9])=[CH:4][CH:3]=1. The catalyst class is: 219. (3) Reactant: [CH3:1][CH:2]1[CH2:7][C:6](=[O:8])[CH2:5][CH2:4][N:3]1[C:9]([O:11][C:12]([CH3:15])([CH3:14])[CH3:13])=[O:10].[BH4-].[Na+].O.C(OCC)(=O)C. Product: [OH:8][CH:6]1[CH2:5][CH2:4][N:3]([C:9]([O:11][C:12]([CH3:15])([CH3:14])[CH3:13])=[O:10])[CH:2]([CH3:1])[CH2:7]1. The catalyst class is: 5. (4) Reactant: [Br:1][C:2]1[CH:3]=[CH:4][C:5]2[N:10]=[C:9]([CH3:11])[O:8][C:7](=[O:12])[C:6]=2[CH:13]=1.[S:14]1[CH:18]=[CH:17][CH:16]=[C:15]1[Mg]Br.[Cl-].[NH4+].C(OCC)(=O)C. Product: [Br:1][C:2]1[CH:3]=[CH:4][C:5]([NH:10][C:9](=[O:8])[CH3:11])=[C:6]([C:7]([C:15]2[S:14][CH:18]=[CH:17][CH:16]=2)=[O:12])[CH:13]=1. The catalyst class is: 1. (5) Reactant: C([N:8]1[CH2:13][CH2:12][N:11]([C:14]2[CH:15]=[N:16][CH:17]=[CH:18][CH:19]=2)[CH2:10][CH2:9]1)C1C=CC=CC=1. Product: [N:16]1[CH:17]=[CH:18][CH:19]=[C:14]([N:11]2[CH2:10][CH2:9][NH:8][CH2:13][CH2:12]2)[CH:15]=1. The catalyst class is: 43. (6) Reactant: Br[C:2]1[CH:3]=[C:4]([S:8]([N:11]2[CH:15]=[CH:14][C:13](/[CH:16]=[CH:17]/[C:18]([NH:20][O:21][CH:22]3[CH2:27][CH2:26][CH2:25][CH2:24][O:23]3)=[O:19])=[CH:12]2)(=[O:10])=[O:9])[CH:5]=[CH:6][CH:7]=1.CC1(C)C(C)(C)OB([C:36]2[CH:41]=[CH:40][C:39]([CH2:42][CH2:43][N:44]3[CH2:49][CH2:48][O:47][CH2:46][CH2:45]3)=[CH:38][CH:37]=2)O1.C([O-])([O-])=O.[Na+].[Na+]. Product: [N:44]1([CH2:43][CH2:42][C:39]2[CH:40]=[CH:41][C:36]([C:2]3[CH:7]=[CH:6][CH:5]=[C:4]([S:8]([N:11]4[CH:15]=[CH:14][C:13](/[CH:16]=[CH:17]/[C:18]([NH:20][O:21][CH:22]5[CH2:27][CH2:26][CH2:25][CH2:24][O:23]5)=[O:19])=[CH:12]4)(=[O:10])=[O:9])[CH:3]=3)=[CH:37][CH:38]=2)[CH2:45][CH2:46][O:47][CH2:48][CH2:49]1. The catalyst class is: 57. (7) Reactant: [N:1]([C:4]1[CH:9]=[CH:8][C:7]([N+:10]([O-])=O)=[CH:6][CH:5]=1)=[N+:2]=[N-:3].Br[CH2:14][C:15]#[CH:16]. Product: [CH3:16][C:15]1[N:3]=[N:2][N:1]([C:4]2[CH:9]=[CH:8][C:7]([NH2:10])=[CH:6][CH:5]=2)[CH:14]=1. The catalyst class is: 11. (8) Reactant: [OH-].[Na+].C[O:4][C:5]([C:7]1[CH:11]=[C:10]([C:12]2[CH:17]=[N:16][C:15]([NH:18][C:19]([O:21][C:22]([CH3:25])([CH3:24])[CH3:23])=[O:20])=[CH:14][N:13]=2)[N:9]([C:26]2[N:27]=[N:28][C:29]([O:32][CH3:33])=[CH:30][CH:31]=2)[N:8]=1)=[O:6].Cl.O. Product: [C:22]([O:21][C:19]([NH:18][C:15]1[N:16]=[CH:17][C:12]([C:10]2[N:9]([C:26]3[N:27]=[N:28][C:29]([O:32][CH3:33])=[CH:30][CH:31]=3)[N:8]=[C:7]([C:5]([OH:6])=[O:4])[CH:11]=2)=[N:13][CH:14]=1)=[O:20])([CH3:25])([CH3:23])[CH3:24]. The catalyst class is: 83. (9) Reactant: [CH2:1]([O:4][C:5]1[CH:10]=[CH:9][C:8]([CH2:11]Cl)=[CH:7][CH:6]=1)[CH:2]=[CH2:3].NC(N)=[S:15].O.N. Product: [CH2:1]([O:4][C:5]1[CH:10]=[CH:9][C:8]([CH2:11][SH:15])=[CH:7][CH:6]=1)[CH:2]=[CH2:3]. The catalyst class is: 8. (10) Product: [CH3:32][O:1][C:2]1[C:3]([N+:29]([O-:31])=[O:30])=[CH:4][C:5]2[CH2:6][C@H:7]3[N:18]([C:19]([O:21][CH2:22][C:23]4[CH:24]=[CH:25][CH:26]=[CH:27][CH:28]=4)=[O:20])[CH2:17][CH2:16][C@@:13]4([C:14]=2[CH:15]=1)[C@H:8]3[CH2:9][CH2:10][CH2:11][CH2:12]4. Reactant: [OH:1][C:2]1[C:3]([N+:29]([O-:31])=[O:30])=[CH:4][C:5]2[CH2:6][C@H:7]3[N:18]([C:19]([O:21][CH2:22][C:23]4[CH:28]=[CH:27][CH:26]=[CH:25][CH:24]=4)=[O:20])[CH2:17][CH2:16][C@@:13]4([C:14]=2[CH:15]=1)[C@H:8]3[CH2:9][CH2:10][CH2:11][CH2:12]4.[C:32]([O-])([O-])=O.[K+].[K+].IC.O. The catalyst class is: 21.